From a dataset of TCR-epitope binding with 47,182 pairs between 192 epitopes and 23,139 TCRs. Binary Classification. Given a T-cell receptor sequence (or CDR3 region) and an epitope sequence, predict whether binding occurs between them. The epitope is TSDLATNNLVVMAY. The TCR CDR3 sequence is CASSPLTAADTQYF. Result: 0 (the TCR does not bind to the epitope).